This data is from Reaction yield outcomes from USPTO patents with 853,638 reactions. The task is: Predict the reaction yield, written as a fraction of the theoretical maximum amount of product (1.0 means a 100% yield; for example, 0.34 means a 34% yield). (1) The reactants are CO[C:3](=[O:25])[C:4]1[CH:9]=[CH:8][C:7]([O:10][CH2:11][C:12]2[C:13]([C:18]3[CH:23]=[CH:22][C:21]([Cl:24])=[CH:20][CH:19]=3)=[N:14][O:15][C:16]=2[CH3:17])=[N:6][CH:5]=1.[NH2:26][CH:27]1[CH2:32][CH2:31][O:30][CH2:29][CH2:28]1. No catalyst specified. The product is [Cl:24][C:21]1[CH:22]=[CH:23][C:18]([C:13]2[C:12]([CH2:11][O:10][C:7]3[CH:8]=[CH:9][C:4]([C:3]([NH:26][CH:27]4[CH2:32][CH2:31][O:30][CH2:29][CH2:28]4)=[O:25])=[CH:5][N:6]=3)=[C:16]([CH3:17])[O:15][N:14]=2)=[CH:19][CH:20]=1. The yield is 0.770. (2) The reactants are [CH2:1]([O:8][C:9]1[CH:14]=[C:13]([O:15][CH2:16][C:17]2[CH:22]=[CH:21][CH:20]=[CH:19][CH:18]=2)[C:12]([C:23]([CH3:26])([CH3:25])[CH3:24])=[CH:11][C:10]=1[C:27](=[O:29])C)[C:2]1[CH:7]=[CH:6][CH:5]=[CH:4][CH:3]=1.[OH-:30].[Na+].BrBr. The catalyst is O1CCOCC1.O. The product is [CH2:1]([O:8][C:9]1[CH:14]=[C:13]([O:15][CH2:16][C:17]2[CH:22]=[CH:21][CH:20]=[CH:19][CH:18]=2)[C:12]([C:23]([CH3:24])([CH3:26])[CH3:25])=[CH:11][C:10]=1[C:27]([OH:29])=[O:30])[C:2]1[CH:7]=[CH:6][CH:5]=[CH:4][CH:3]=1. The yield is 0.790. (3) The reactants are [CH3:1][S:2]([C:5]1[CH:10]=[CH:9][C:8]([OH:11])=[CH:7][C:6]=1[O:12][CH3:13])(=[O:4])=[O:3].N1C(C)=CC=CC=1C.[F:22][C:23]([F:36])([F:35])[S:24](O[S:24]([C:23]([F:36])([F:35])[F:22])(=[O:26])=[O:25])(=[O:26])=[O:25]. The catalyst is CN(C1C=CN=CC=1)C.C(Cl)Cl. The product is [CH3:1][S:2]([C:5]1[CH:10]=[CH:9][C:8]([O:11][S:24]([C:23]([F:36])([F:35])[F:22])(=[O:26])=[O:25])=[CH:7][C:6]=1[O:12][CH3:13])(=[O:3])=[O:4]. The yield is 0.720. (4) The reactants are [Cl:1][C:2]1[CH:3]=[CH:4][CH:5]=[C:6]([NH2:11])[C:7]=1[C:8](O)=[O:9].[OH-].[Na+].[O-:14][C:15]#[N:16].[Na+].C(O)(=O)C.Cl. The catalyst is O. The product is [Cl:1][C:2]1[CH:3]=[CH:4][CH:5]=[C:6]2[C:7]=1[C:8](=[O:9])[NH:16][C:15](=[O:14])[NH:11]2. The yield is 0.720. (5) The reactants are [F:1][C:2]1[CH:24]=[CH:23][C:5]([O:6][C:7]2[CH:8]=[C:9]3[C:13](=[CH:14][C:15]=2[C:16]([NH2:18])=[O:17])[N:12]([CH2:19][CH:20]([CH3:22])[CH3:21])[N:11]=[CH:10]3)=[CH:4][CH:3]=1.C(N1C=CN=C1)(N1C=CN=C1)=O.[CH2:37]([N:44]1[CH2:49][CH2:48][CH:47](N)[CH2:46][CH2:45]1)[C:38]1[CH:43]=[CH:42][CH:41]=[CH:40][CH:39]=1. The catalyst is C1COCC1. The product is [CH2:37]([N:44]1[CH2:49][CH2:48][CH:47]([NH:18][C:16]([C:15]2[CH:14]=[C:13]3[C:9]([CH:10]=[N:11][N:12]3[CH2:19][CH:20]([CH3:22])[CH3:21])=[CH:8][C:7]=2[O:6][C:5]2[CH:23]=[CH:24][C:2]([F:1])=[CH:3][CH:4]=2)=[O:17])[CH2:46][CH2:45]1)[C:38]1[CH:43]=[CH:42][CH:41]=[CH:40][CH:39]=1. The yield is 0.970. (6) The reactants are Cl.O1CCOCC1.[C:8]([NH:11][CH2:12][CH2:13][CH:14]([NH:22][C:23]([C:25]1([NH:40]C(=O)OC(C)(C)C)[CH2:30][CH2:29][N:28]([C:31]2[C:32]3[CH:39]=[CH:38][NH:37][C:33]=3[N:34]=[CH:35][N:36]=2)[CH2:27][CH2:26]1)=[O:24])[C:15]1[CH:20]=[CH:19][C:18]([Cl:21])=[CH:17][CH:16]=1)(=[O:10])[CH3:9]. The catalyst is C(Cl)Cl. The product is [C:8]([NH:11][CH2:12][CH2:13][CH:14]([NH:22][C:23]([C:25]1([NH2:40])[CH2:30][CH2:29][N:28]([C:31]2[C:32]3[CH:39]=[CH:38][NH:37][C:33]=3[N:34]=[CH:35][N:36]=2)[CH2:27][CH2:26]1)=[O:24])[C:15]1[CH:16]=[CH:17][C:18]([Cl:21])=[CH:19][CH:20]=1)(=[O:10])[CH3:9]. The yield is 0.185. (7) The reactants are C1C=CC(P(C2C(C3C(P(C4C=CC=CC=4)C4C=CC=CC=4)=CC=C4C=3C=CC=C4)=C3C(C=CC=C3)=CC=2)C2C=CC=CC=2)=CC=1.[C:47]([O:51][C:52]([N:54]1[CH2:59][CH2:58][N:57]([C:60]2[C:65]([CH:66]3[CH2:68][CH2:67]3)=[C:64](Cl)[N:63]=[CH:62][N:61]=2)[CH2:56][CH2:55]1)=[O:53])([CH3:50])([CH3:49])[CH3:48].[C:70](=[NH:83])([C:77]1[CH:82]=[CH:81][CH:80]=[CH:79][CH:78]=1)[C:71]1[CH:76]=[CH:75][CH:74]=[CH:73][CH:72]=1.C1(C)C=CC=CC=1. The catalyst is CCOC(C)=O.CC([O-])=O.CC([O-])=O.[Pd+2]. The product is [C:47]([O:51][C:52]([N:54]1[CH2:59][CH2:58][N:57]([C:60]2[C:65]([CH:66]3[CH2:68][CH2:67]3)=[C:64]([N:83]=[C:70]([C:71]3[CH:76]=[CH:75][CH:74]=[CH:73][CH:72]=3)[C:77]3[CH:82]=[CH:81][CH:80]=[CH:79][CH:78]=3)[N:63]=[CH:62][N:61]=2)[CH2:56][CH2:55]1)=[O:53])([CH3:50])([CH3:49])[CH3:48]. The yield is 0.890. (8) The yield is 0.980. The catalyst is Cl.O1CCOCC1.O=[Pt]=O. The product is [F:23][C:2]([F:1])([F:22])[O:3][C:4]1[CH:5]=[CH:6][C:7]([S:10]([C:13]2([CH:16]3[CH2:21][CH2:20][NH:19][CH2:18][CH2:17]3)[CH2:15][CH2:14]2)(=[O:11])=[O:12])=[CH:8][CH:9]=1. The reactants are [F:1][C:2]([F:23])([F:22])[O:3][C:4]1[CH:9]=[CH:8][C:7]([S:10]([C:13]2([C:16]3[CH:21]=[CH:20][N:19]=[CH:18][CH:17]=3)[CH2:15][CH2:14]2)(=[O:12])=[O:11])=[CH:6][CH:5]=1. (9) The reactants are [CH3:1][C@@H:2]1[CH2:7][NH:6][CH2:5][CH2:4][NH:3]1.Br[C:9]1[CH:14]=[CH:13][C:12]([F:15])=[CH:11][C:10]=1[C:16]([F:19])([F:18])[F:17].CC([O-])(C)C.[Na+]. The catalyst is C1C=CC(/C=C/C(/C=C/C2C=CC=CC=2)=O)=CC=1.C1C=CC(/C=C/C(/C=C/C2C=CC=CC=2)=O)=CC=1.C1C=CC(/C=C/C(/C=C/C2C=CC=CC=2)=O)=CC=1.[Pd].[Pd].C1C=CC(P(C2C(C3C(P(C4C=CC=CC=4)C4C=CC=CC=4)=CC=C4C=3C=CC=C4)=C3C(C=CC=C3)=CC=2)C2C=CC=CC=2)=CC=1. The product is [F:15][C:12]1[CH:13]=[CH:14][C:9]([N:6]2[CH2:5][CH2:4][NH:3][C@H:2]([CH3:1])[CH2:7]2)=[C:10]([C:16]([F:17])([F:18])[F:19])[CH:11]=1. The yield is 0.820. (10) The reactants are [O:1]1[CH2:5][CH2:4][CH2:3][CH:2]1[CH2:6][NH2:7].C(N(CC)CC)C.[I:15][C:16]1[CH:21]=[CH:20][C:19]([S:22](Cl)(=[O:24])=[O:23])=[CH:18][CH:17]=1. The catalyst is ClCCl. The product is [I:15][C:16]1[CH:21]=[CH:20][C:19]([S:22]([NH:7][CH2:6][CH:2]2[CH2:3][CH2:4][CH2:5][O:1]2)(=[O:24])=[O:23])=[CH:18][CH:17]=1. The yield is 0.980.